The task is: Regression. Given a peptide amino acid sequence and an MHC pseudo amino acid sequence, predict their binding affinity value. This is MHC class I binding data.. This data is from Peptide-MHC class I binding affinity with 185,985 pairs from IEDB/IMGT. (1) The peptide sequence is IDYRHYSASF. The MHC is HLA-B40:02 with pseudo-sequence HLA-B40:02. The binding affinity (normalized) is 0.271. (2) The peptide sequence is TPLNDVVQA. The MHC is HLA-B15:01 with pseudo-sequence HLA-B15:01. The binding affinity (normalized) is 0.218.